From a dataset of Full USPTO retrosynthesis dataset with 1.9M reactions from patents (1976-2016). Predict the reactants needed to synthesize the given product. (1) Given the product [CH2:1]([NH:4][C:5]1[N:6]=[C:7]([NH:25][CH:23]([CH3:24])[CH3:22])[C:8]2[CH:13]=[CH:12][N:11]([CH3:14])[C:9]=2[N:10]=1)[CH2:2][CH3:3], predict the reactants needed to synthesize it. The reactants are: [CH2:1]([NH:4][C:5]1[N:6]=[C:7](Cl)[C:8]2[CH:13]=[CH:12][N:11]([CH3:14])[C:9]=2[N:10]=1)[CH2:2][CH3:3].C(=O)([O-])[O-].[K+].[K+].[CH3:22][CH:23]([NH2:25])[CH3:24].O. (2) Given the product [NH2:18][C:15]1[CH:16]=[CH:17][C:12]([C:11]([NH:33][CH:30]2[CH2:29][CH2:28][N:27]([CH2:26][CH:25]([F:34])[F:24])[CH2:32][CH2:31]2)=[O:21])=[CH:13][C:14]=1[O:19][CH3:20], predict the reactants needed to synthesize it. The reactants are: N1(O[C:11](=[O:21])[C:12]2[CH:17]=[CH:16][C:15]([NH2:18])=[C:14]([O:19][CH3:20])[CH:13]=2)C2C=CC=CC=2N=N1.Cl.Cl.[F:24][CH:25]([F:34])[CH2:26][N:27]1[CH2:32][CH2:31][CH:30]([NH2:33])[CH2:29][CH2:28]1.CN(C)C=O.C(N(CC)CC)C. (3) Given the product [CH3:1][O:2][C:3]1[CH:8]=[C:7]([O:9][CH3:10])[CH:6]=[CH:5][C:4]=1[C:11]([N:13]1[CH2:20][CH:19]2[CH2:18][N:17]([C:22]3[S:23][C:24]4[CH:30]=[C:29]([O:31][CH3:32])[CH:28]=[CH:27][C:25]=4[N:26]=3)[CH2:16][CH:15]2[CH2:14]1)=[O:12], predict the reactants needed to synthesize it. The reactants are: [CH3:1][O:2][C:3]1[CH:8]=[C:7]([O:9][CH3:10])[CH:6]=[CH:5][C:4]=1[C:11]([N:13]1[CH2:20][CH:19]2[CH:15]([CH2:16][NH:17][CH2:18]2)[CH2:14]1)=[O:12].Cl[C:22]1[S:23][C:24]2[CH:30]=[C:29]([O:31][CH3:32])[CH:28]=[CH:27][C:25]=2[N:26]=1. (4) Given the product [CH3:28][S:29]([O:12][CH2:11][C:9]1[C:8]2[C:4](=[CH:5][N:6]([CH2:13][O:14][CH2:15][CH2:16][Si:17]([CH3:20])([CH3:19])[CH3:18])[N:7]=2)[CH:3]=[C:2]([Cl:1])[CH:10]=1)(=[O:31])=[O:30], predict the reactants needed to synthesize it. The reactants are: [Cl:1][C:2]1[CH:10]=[C:9]([CH2:11][OH:12])[C:8]2[C:4](=[CH:5][N:6]([CH2:13][O:14][CH2:15][CH2:16][Si:17]([CH3:20])([CH3:19])[CH3:18])[N:7]=2)[CH:3]=1.C(N(CC)CC)C.[CH3:28][S:29](Cl)(=[O:31])=[O:30].